From a dataset of Full USPTO retrosynthesis dataset with 1.9M reactions from patents (1976-2016). Predict the reactants needed to synthesize the given product. (1) Given the product [Cl:6][C:7]1[C:12]([CH:24]=[O:25])=[N:11][CH:10]=[C:9]([N:13]2[CH2:18][CH2:17][CH2:16][CH2:15][CH:14]2[CH3:19])[N:8]=1, predict the reactants needed to synthesize it. The reactants are: P(Cl)(Cl)(Cl)=O.[Cl:6][C:7]1[CH:12]=[N:11][CH:10]=[C:9]([N:13]2[CH2:18][CH2:17][CH2:16][CH2:15][CH:14]2[CH3:19])[N:8]=1.O.CN([CH:24]=[O:25])C. (2) The reactants are: C1(C2N=NC(NNC(=O)CC3C=C4C(=CC=3)N=CC=C4)=NC=2)C=CC=CC=1.[N+:28]([C:31]1[CH:32]=[C:33]([C:37]2[N:42]=[N:41][C:40]([NH:43][NH:44][C:45](=O)[CH2:46][O:47][C:48]3[C:57]4[C:52](=[CH:53][CH:54]=[CH:55][CH:56]=4)[N:51]=[CH:50][CH:49]=3)=[N:39][CH:38]=2)[CH:34]=[CH:35][CH:36]=1)([O-:30])=[O:29]. Given the product [N:51]1[C:52]2[C:57](=[CH:56][CH:55]=[CH:54][CH:53]=2)[C:48]([O:47][CH2:46][C:45]2[N:41]3[N:42]=[C:37]([C:33]4[CH:34]=[CH:35][CH:36]=[C:31]([N+:28]([O-:30])=[O:29])[CH:32]=4)[CH:38]=[N:39][C:40]3=[N:43][N:44]=2)=[CH:49][CH:50]=1, predict the reactants needed to synthesize it. (3) Given the product [Cl:22][C:19]1[CH:20]=[CH:21][C:16]([S:13]([NH:12][C:8]2[CH:7]=[C:6]3[C:11](=[CH:10][CH:9]=2)[C:2]([N:26]([CH3:27])[CH3:25])=[N:3][CH:4]=[CH:5]3)(=[O:15])=[O:14])=[CH:17][CH:18]=1, predict the reactants needed to synthesize it. The reactants are: Cl[C:2]1[C:11]2[C:6](=[CH:7][C:8]([NH:12][S:13]([C:16]3[CH:21]=[CH:20][C:19]([Cl:22])=[CH:18][CH:17]=3)(=[O:15])=[O:14])=[CH:9][CH:10]=2)[CH:5]=[CH:4][N:3]=1.CO.[CH3:25][NH:26][CH3:27].O. (4) Given the product [CH2:6]([O:5][C:1]([C:2]1[O:3][C:18]2[C:11]([Cl:10])=[CH:28][N:26]=[CH:25][C:17]=2[C:16]=1[NH2:15])=[O:4])[CH3:7], predict the reactants needed to synthesize it. The reactants are: [C:1]([O:5][CH2:6][CH3:7])(=[O:4])[CH2:2][OH:3].[H-].[Na+].[Cl:10][C:11]1([C:18](Cl)=[CH:17][CH:16]=[N:15]C1)C#N.O.C(O)(=O)C.[CH3:25][N:26]([CH:28]=O)C.